From a dataset of Peptide-MHC class I binding affinity with 185,985 pairs from IEDB/IMGT. Regression. Given a peptide amino acid sequence and an MHC pseudo amino acid sequence, predict their binding affinity value. This is MHC class I binding data. (1) The peptide sequence is RPSTKNFFEL. The MHC is HLA-B35:01 with pseudo-sequence HLA-B35:01. The binding affinity (normalized) is 0. (2) The peptide sequence is GLGGDASAY. The MHC is HLA-A03:01 with pseudo-sequence HLA-A03:01. The binding affinity (normalized) is 0.0847. (3) The peptide sequence is ILGEFDII. The MHC is H-2-Kb with pseudo-sequence H-2-Kb. The binding affinity (normalized) is 0.0938. (4) The peptide sequence is FREVWKQLF. The MHC is HLA-B44:02 with pseudo-sequence HLA-B44:02. The binding affinity (normalized) is 0.0847. (5) The peptide sequence is VPYNMRVIHF. The MHC is HLA-B51:01 with pseudo-sequence HLA-B51:01. The binding affinity (normalized) is 0.202. (6) The peptide sequence is LVFTRAICK. The MHC is HLA-A31:01 with pseudo-sequence HLA-A31:01. The binding affinity (normalized) is 0.532. (7) The peptide sequence is FPVRPQVPI. The MHC is HLA-B51:01 with pseudo-sequence HLA-B51:01. The binding affinity (normalized) is 0.751.